This data is from Catalyst prediction with 721,799 reactions and 888 catalyst types from USPTO. The task is: Predict which catalyst facilitates the given reaction. (1) Reactant: [CH:1]1([C@@H:4]([C:6]2[CH:11]=[CH:10][CH:9]=[C:8]([C@H:12]([CH:14]3[CH2:16][CH2:15]3)[CH3:13])[C:7]=2[OH:17])[CH3:5])[CH2:3][CH2:2]1.[OH-].[Na+].Br[CH2:21][Cl:22]. Product: [Cl:22][CH2:21][O:17][C:7]1[C:8]([C@H:12]([CH:14]2[CH2:16][CH2:15]2)[CH3:13])=[CH:9][CH:10]=[CH:11][C:6]=1[C@H:4]([CH:1]1[CH2:2][CH2:3]1)[CH3:5]. The catalyst class is: 7. (2) Reactant: [NH2:1][C:2]1[CH:7]=[CH:6][CH:5]=[C:4]([F:8])[C:3]=1[OH:9].[CH3:10][O:11][C:12](OC)([O:17]C)[C:13](OC)=O. Product: [F:8][C:4]1[C:3]2[O:9][C:13]([C:12]([O:11][CH3:10])=[O:17])=[N:1][C:2]=2[CH:7]=[CH:6][CH:5]=1. The catalyst class is: 5.